Dataset: NCI-60 drug combinations with 297,098 pairs across 59 cell lines. Task: Regression. Given two drug SMILES strings and cell line genomic features, predict the synergy score measuring deviation from expected non-interaction effect. (1) Drug 1: C1=CC=C(C=C1)NC(=O)CCCCCCC(=O)NO. Drug 2: CC1=C(C(=O)C2=C(C1=O)N3CC4C(C3(C2COC(=O)N)OC)N4)N. Synergy scores: CSS=49.7, Synergy_ZIP=-4.22, Synergy_Bliss=-4.81, Synergy_Loewe=-10.9, Synergy_HSA=-2.92. Cell line: MDA-MB-435. (2) Drug 1: CCCS(=O)(=O)NC1=C(C(=C(C=C1)F)C(=O)C2=CNC3=C2C=C(C=N3)C4=CC=C(C=C4)Cl)F. Drug 2: CC1OCC2C(O1)C(C(C(O2)OC3C4COC(=O)C4C(C5=CC6=C(C=C35)OCO6)C7=CC(=C(C(=C7)OC)O)OC)O)O. Cell line: OVCAR-5. Synergy scores: CSS=12.6, Synergy_ZIP=-2.45, Synergy_Bliss=0.626, Synergy_Loewe=-10.4, Synergy_HSA=-4.64. (3) Drug 1: CN1C2=C(C=C(C=C2)N(CCCl)CCCl)N=C1CCCC(=O)O.Cl. Drug 2: C(CC(=O)O)C(=O)CN.Cl. Cell line: NCI-H460. Synergy scores: CSS=4.51, Synergy_ZIP=-1.96, Synergy_Bliss=-0.0309, Synergy_Loewe=0.00640, Synergy_HSA=-0.897. (4) Synergy scores: CSS=44.1, Synergy_ZIP=-1.90, Synergy_Bliss=0.684, Synergy_Loewe=-1.95, Synergy_HSA=1.13. Drug 1: CC12CCC3C(C1CCC2=O)CC(=C)C4=CC(=O)C=CC34C. Drug 2: CC1=C(C(=CC=C1)Cl)NC(=O)C2=CN=C(S2)NC3=CC(=NC(=N3)C)N4CCN(CC4)CCO. Cell line: 786-0. (5) Drug 1: C1CC(=O)NC(=O)C1N2CC3=C(C2=O)C=CC=C3N. Drug 2: N.N.Cl[Pt+2]Cl. Cell line: SF-295. Synergy scores: CSS=6.53, Synergy_ZIP=-3.30, Synergy_Bliss=0.813, Synergy_Loewe=1.98, Synergy_HSA=2.20. (6) Drug 1: C1CCC(CC1)NC(=O)N(CCCl)N=O. Drug 2: CCC1(CC2CC(C3=C(CCN(C2)C1)C4=CC=CC=C4N3)(C5=C(C=C6C(=C5)C78CCN9C7C(C=CC9)(C(C(C8N6C)(C(=O)OC)O)OC(=O)C)CC)OC)C(=O)OC)O.OS(=O)(=O)O. Cell line: SK-MEL-2. Synergy scores: CSS=10.9, Synergy_ZIP=-13.1, Synergy_Bliss=-17.5, Synergy_Loewe=-21.9, Synergy_HSA=-16.5. (7) Drug 1: CC12CCC(CC1=CCC3C2CCC4(C3CC=C4C5=CN=CC=C5)C)O. Drug 2: COC1=CC(=CC(=C1O)OC)C2C3C(COC3=O)C(C4=CC5=C(C=C24)OCO5)OC6C(C(C7C(O6)COC(O7)C8=CC=CS8)O)O. Cell line: NCI-H460. Synergy scores: CSS=37.4, Synergy_ZIP=-0.293, Synergy_Bliss=-1.26, Synergy_Loewe=-25.3, Synergy_HSA=-1.40. (8) Drug 1: CNC(=O)C1=NC=CC(=C1)OC2=CC=C(C=C2)NC(=O)NC3=CC(=C(C=C3)Cl)C(F)(F)F. Drug 2: N.N.Cl[Pt+2]Cl. Cell line: HCC-2998. Synergy scores: CSS=11.3, Synergy_ZIP=-6.27, Synergy_Bliss=2.43, Synergy_Loewe=-15.8, Synergy_HSA=-3.84. (9) Drug 1: CCC(=C(C1=CC=CC=C1)C2=CC=C(C=C2)OCCN(C)C)C3=CC=CC=C3.C(C(=O)O)C(CC(=O)O)(C(=O)O)O. Drug 2: C1=NNC2=C1C(=O)NC=N2. Cell line: IGROV1. Synergy scores: CSS=-0.637, Synergy_ZIP=0.187, Synergy_Bliss=-0.662, Synergy_Loewe=-1.49, Synergy_HSA=-1.46. (10) Drug 1: C1CC(=O)NC(=O)C1N2CC3=C(C2=O)C=CC=C3N. Drug 2: CC1C(C(CC(O1)OC2CC(OC(C2O)C)OC3=CC4=CC5=C(C(=O)C(C(C5)C(C(=O)C(C(C)O)O)OC)OC6CC(C(C(O6)C)O)OC7CC(C(C(O7)C)O)OC8CC(C(C(O8)C)O)(C)O)C(=C4C(=C3C)O)O)O)O. Cell line: HL-60(TB). Synergy scores: CSS=8.80, Synergy_ZIP=8.33, Synergy_Bliss=6.74, Synergy_Loewe=4.74, Synergy_HSA=4.95.